This data is from Reaction yield outcomes from USPTO patents with 853,638 reactions. The task is: Predict the reaction yield, written as a fraction of the theoretical maximum amount of product (1.0 means a 100% yield; for example, 0.34 means a 34% yield). (1) The catalyst is C(Cl)Cl. The yield is 0.340. The reactants are [C:1]([O:5][C:6](=[O:13])[NH:7][C:8]([CH3:12])([CH3:11])[CH2:9][OH:10])([CH3:4])([CH3:3])[CH3:2].C(N(C(C)C)CC)(C)C.[CH3:23][O:24][C:25]1[CH:33]=[CH:32][C:28]([C:29](Cl)=[O:30])=[CH:27][CH:26]=1. The product is [CH3:23][O:24][C:25]1[CH:33]=[CH:32][C:28]([C:29]([O:10][CH2:9][C:8]([NH:7][C:6]([O:5][C:1]([CH3:4])([CH3:2])[CH3:3])=[O:13])([CH3:12])[CH3:11])=[O:30])=[CH:27][CH:26]=1. (2) The reactants are [OH:1][C:2]1[CH:3]=[CH:4][C:5]2[S:9][C:8]([C:10]3[CH:20]=[CH:19][C:13]([C:14]([O:16][CH2:17][CH3:18])=[O:15])=[CH:12][CH:11]=3)=[CH:7][C:6]=2[CH:21]=1.[Cl:22][C:23]1[CH:28]=[CH:27][CH:26]=[C:25]([Cl:29])[C:24]=1[C:30]1[C:34]([CH2:35]O)=[C:33]([CH:37]([CH3:39])[CH3:38])[O:32][N:31]=1.C1(P(C2C=CC=CC=2)C2C=CC=CC=2)C=CC=CC=1.N(C(OC(C)C)=O)=NC(OC(C)C)=O. The catalyst is ClCCl. The product is [Cl:29][C:25]1[CH:26]=[CH:27][CH:28]=[C:23]([Cl:22])[C:24]=1[C:30]1[C:34]([CH2:35][O:1][C:2]2[CH:3]=[CH:4][C:5]3[S:9][C:8]([C:10]4[CH:20]=[CH:19][C:13]([C:14]([O:16][CH2:17][CH3:18])=[O:15])=[CH:12][CH:11]=4)=[CH:7][C:6]=3[CH:21]=2)=[C:33]([CH:37]([CH3:39])[CH3:38])[O:32][N:31]=1. The yield is 0.440. (3) The reactants are [Cl:1][C:2]1[CH:25]=[C:24]([Cl:26])[CH:23]=[CH:22][C:3]=1[CH:4]([O:12][CH:13]1[CH2:18][CH2:17][N:16]([C:19](Cl)=[O:20])[CH2:15][CH2:14]1)[C:5]1[CH:10]=[CH:9][C:8]([Cl:11])=[CH:7][CH:6]=1.[NH:27]1[CH2:32][CH2:31][CH2:30][CH2:29][CH2:28]1. The catalyst is ClCCl. The product is [N:27]1([C:19]([N:16]2[CH2:17][CH2:18][CH:13]([O:12][CH:4]([C:5]3[CH:6]=[CH:7][C:8]([Cl:11])=[CH:9][CH:10]=3)[C:3]3[CH:22]=[CH:23][C:24]([Cl:26])=[CH:25][C:2]=3[Cl:1])[CH2:14][CH2:15]2)=[O:20])[CH2:32][CH2:31][CH2:30][CH2:29][CH2:28]1. The yield is 0.680.